This data is from Full USPTO retrosynthesis dataset with 1.9M reactions from patents (1976-2016). The task is: Predict the reactants needed to synthesize the given product. The reactants are: [N+:1]([C:4]1[CH:9]=[C:8]([N+:10]([O-:12])=[O:11])[CH:7]=[CH:6][C:5]=1[S:13](Cl)(=[O:15])=[O:14])([O-:3])=[O:2].[NH2:17][C:18]1[CH:19]=[N:20][N:21]([CH3:23])[CH:22]=1. Given the product [CH3:23][N:21]1[CH:22]=[C:18]([NH:17][S:13]([C:5]2[CH:6]=[CH:7][C:8]([N+:10]([O-:12])=[O:11])=[CH:9][C:4]=2[N+:1]([O-:3])=[O:2])(=[O:15])=[O:14])[CH:19]=[N:20]1, predict the reactants needed to synthesize it.